From a dataset of Buchwald-Hartwig C-N cross coupling reaction yields with 55,370 reactions. Predict the reaction yield, written as a fraction of the theoretical maximum amount of product (1.0 means a 100% yield; for example, 0.34 means a 34% yield). (1) The yield is 0.0372. The reactants are Clc1cccnc1.Cc1ccc(N)cc1.O=S(=O)(O[Pd]1c2ccccc2-c2ccccc2N~1)C(F)(F)F.COc1ccc(OC)c(P(C(C)(C)C)C(C)(C)C)c1-c1c(C(C)C)cc(C(C)C)cc1C(C)C.CCN=P(N=P(N(C)C)(N(C)C)N(C)C)(N(C)C)N(C)C.Cc1cc(-n2cccc2)no1. No catalyst specified. The product is Cc1ccc(Nc2cccnc2)cc1. (2) The reactants are Clc1ccccn1.Cc1ccc(N)cc1.O=S(=O)(O[Pd]1c2ccccc2-c2ccccc2N~1)C(F)(F)F.COc1ccc(OC)c(P(C(C)(C)C)C(C)(C)C)c1-c1c(C(C)C)cc(C(C)C)cc1C(C)C.CCN=P(N=P(N(C)C)(N(C)C)N(C)C)(N(C)C)N(C)C.c1ccc(CN(Cc2ccccc2)c2ccno2)cc1. No catalyst specified. The product is Cc1ccc(Nc2ccccn2)cc1. The yield is 0.411. (3) The reactants are FC(F)(F)c1ccc(I)cc1.Cc1ccc(N)cc1.O=S(=O)(O[Pd]1c2ccccc2-c2ccccc2N~1)C(F)(F)F.COc1ccc(OC)c(P([C@]23C[C@H]4C[C@H](C[C@H](C4)C2)C3)[C@]23C[C@H]4C[C@H](C[C@H](C4)C2)C3)c1-c1c(C(C)C)cc(C(C)C)cc1C(C)C.CN(C)C(=NC(C)(C)C)N(C)C.COC(=O)c1cc(-c2cccs2)on1. No catalyst specified. The product is Cc1ccc(Nc2ccc(C(F)(F)F)cc2)cc1. The yield is 0.337. (4) The reactants are Brc1cccnc1.Cc1ccc(N)cc1.O=S(=O)(O[Pd]1c2ccccc2-c2ccccc2N~1)C(F)(F)F.COc1ccc(OC)c(P(C(C)(C)C)C(C)(C)C)c1-c1c(C(C)C)cc(C(C)C)cc1C(C)C.CN1CCCN2CCCN=C12.CCOC(=O)c1cc(C)on1. No catalyst specified. The product is Cc1ccc(Nc2cccnc2)cc1. The yield is 0.864. (5) The reactants are Clc1ccccn1.Cc1ccc(N)cc1.O=S(=O)(O[Pd]1c2ccccc2-c2ccccc2N~1)C(F)(F)F.CC(C)c1cc(C(C)C)c(-c2ccccc2P(C(C)(C)C)C(C)(C)C)c(C(C)C)c1.CCN=P(N=P(N(C)C)(N(C)C)N(C)C)(N(C)C)N(C)C.c1ccc(CN(Cc2ccccc2)c2ccon2)cc1. No catalyst specified. The product is Cc1ccc(Nc2ccccn2)cc1. The yield is 0.625. (6) The reactants are Ic1ccccn1.Cc1ccc(N)cc1.O=S(=O)(O[Pd]1c2ccccc2-c2ccccc2N~1)C(F)(F)F.CC(C)c1cc(C(C)C)c(-c2ccccc2P(C(C)(C)C)C(C)(C)C)c(C(C)C)c1.CCN=P(N=P(N(C)C)(N(C)C)N(C)C)(N(C)C)N(C)C.Cc1cc(-c2ccccc2)on1. No catalyst specified. The product is Cc1ccc(Nc2ccccn2)cc1. The yield is 0.578. (7) The reactants are Ic1ccccn1.Cc1ccc(N)cc1.O=S(=O)(O[Pd]1c2ccccc2-c2ccccc2N~1)C(F)(F)F.CC(C)c1cc(C(C)C)c(-c2ccccc2P(C2CCCCC2)C2CCCCC2)c(C(C)C)c1.CCN=P(N=P(N(C)C)(N(C)C)N(C)C)(N(C)C)N(C)C.COC(=O)c1ccno1. No catalyst specified. The product is Cc1ccc(Nc2ccccn2)cc1. The yield is 0.101. (8) The reactants are Ic1cccnc1.Cc1ccc(N)cc1.O=S(=O)(O[Pd]1c2ccccc2-c2ccccc2N~1)C(F)(F)F.COc1ccc(OC)c(P(C(C)(C)C)C(C)(C)C)c1-c1c(C(C)C)cc(C(C)C)cc1C(C)C.CN(C)C(=NC(C)(C)C)N(C)C.COC(=O)c1cc(-c2cccs2)on1. No catalyst specified. The product is Cc1ccc(Nc2cccnc2)cc1. The yield is 0.610. (9) The reactants are Ic1ccccn1.Cc1ccc(N)cc1.O=S(=O)(O[Pd]1c2ccccc2-c2ccccc2N~1)C(F)(F)F.CC(C)c1cc(C(C)C)c(-c2ccccc2P(C(C)(C)C)C(C)(C)C)c(C(C)C)c1.CN1CCCN2CCCN=C12.COC(=O)c1cc(-c2ccco2)on1. No catalyst specified. The product is Cc1ccc(Nc2ccccn2)cc1. The yield is 0.865.